From a dataset of Forward reaction prediction with 1.9M reactions from USPTO patents (1976-2016). Predict the product of the given reaction. (1) Given the reactants [F:1][C:2]([F:23])([F:22])[C:3]1[CH:4]=[C:5]2[C:10](=[CH:11][CH:12]=1)[NH:9][CH:8]([C:13]([F:16])([F:15])[F:14])[C:7]([C:17]([O:19]CC)=[O:18])=[CH:6]2.[OH-].[Li+].Cl.C(OCC)C, predict the reaction product. The product is: [F:23][C:2]([F:1])([F:22])[C:3]1[CH:4]=[C:5]2[C:10](=[CH:11][CH:12]=1)[NH:9][CH:8]([C:13]([F:15])([F:16])[F:14])[C:7]([C:17]([OH:19])=[O:18])=[CH:6]2. (2) Given the reactants [CH2:1]([N:8]1[CH2:13][CH2:12][CH:11]([C:14]([C:16]2[CH:21]=[CH:20][C:19]([C:22]([F:25])([F:24])[F:23])=[CH:18][C:17]=2F)=O)[CH2:10][CH2:9]1)[C:2]1[CH:7]=[CH:6][CH:5]=[CH:4][CH:3]=1.[C:27]([O:31][CH3:32])(=[O:30])[CH2:28][SH:29].CN(C=O)C.C([O-])([O-])=O.[K+].[K+], predict the reaction product. The product is: [CH3:32][O:31][C:27]([C:28]1[S:29][C:17]2[CH:18]=[C:19]([C:22]([F:25])([F:24])[F:23])[CH:20]=[CH:21][C:16]=2[C:14]=1[CH:11]1[CH2:12][CH2:13][N:8]([CH2:1][C:2]2[CH:7]=[CH:6][CH:5]=[CH:4][CH:3]=2)[CH2:9][CH2:10]1)=[O:30]. (3) Given the reactants [CH2:1]([OH:6])[CH2:2][C@@H:3]([OH:5])[CH3:4], predict the reaction product. The product is: [CH2:1]([OH:6])[CH2:2][C@H:3]([OH:5])[CH3:4].[CH2:1]([OH:6])[CH2:2][CH:3]([OH:5])[CH3:4].